This data is from Forward reaction prediction with 1.9M reactions from USPTO patents (1976-2016). The task is: Predict the product of the given reaction. Given the reactants [CH3:1][N:2]1[CH2:7][CH2:6][CH:5]([N:8]2[CH2:21][C:10]3([CH2:13][N:12](C(OC(C)(C)C)=O)[CH2:11]3)[CH2:9]2)[CH2:4][CH2:3]1.[ClH:22], predict the reaction product. The product is: [ClH:22].[ClH:22].[ClH:22].[CH3:1][N:2]1[CH2:3][CH2:4][CH:5]([N:8]2[CH2:21][C:10]3([CH2:11][NH:12][CH2:13]3)[CH2:9]2)[CH2:6][CH2:7]1.